From a dataset of Experimentally validated miRNA-target interactions with 360,000+ pairs, plus equal number of negative samples. Binary Classification. Given a miRNA mature sequence and a target amino acid sequence, predict their likelihood of interaction. (1) The miRNA is mmu-miR-181a-5p with sequence AACAUUCAACGCUGUCGGUGAGU. The protein sequence of the target gene is MAASGGRACVRSLRGGVLWRSSPCHYESTATRHFLGTLQKLPLQAGVRNFHTAPVRSLFLLRPVPILLATGGGYAGYRQYEKYRERKLEKLGLEIPPKLASHWEVSLYKSVPTRLLSRACGRLNQVELPYWLRRPVYSLYIWTFGVNMTEAAVEDLHHYRNLSEFFRRKLKPQARPVCGLHCVTSPSDGKILTFGQVKNSEVEQVKGVTYSLESFLGPRANTEDLPFPPASSSDSFRNQLVTREGNELYHCVIYLAPGDYHCFHSPTDWTISHRRHFPGSLMSVNPGMARWIKELFCHNE.... Result: 1 (interaction). (2) The miRNA is hcmv-miR-US33-5p with sequence GAUUGUGCCCGGACCGUGGGCG. The protein sequence of the target gene is MSKNTVSSARFRKVDVDEYDENKFVDEEDGGDGQAGPDEGEVDSCLRQGNMTAALQAALKNPPINTKSQAVKDRAGSIVLKVLISFKANDIEKAVQSLDKNGVDLLMKYIYKGFESPSDNSSAMLLQWHEKALAAGGVGSIVRVLTARKTV. Result: 0 (no interaction). (3) Result: 0 (no interaction). The miRNA is hsa-miR-4526 with sequence GCUGACAGCAGGGCUGGCCGCU. The protein sequence of the target gene is MRGGVLLVLLLCVAAQCRQRGLFPAILNLASNAHISTNATCGEKGPEMFCKLVEHVPGRPVRNPQCRICDGNSANPRERHPISHAIDGTNNWWQSPSIQNGREYHWVTITLDLRQVFQVAYVIIKAANAPRPGNWILERSLDGTTFSPWQYYAVSDSECLSRYNITPRRGPPTYRADDEVICTSYYSRLVPLEHGEIHTSLINGRPSADDLSPKLLEFTSARYIRLRLQRIRTLNADLMTLSHREPKELDPIVTRRYYYSIKDISVGGMCICYGHASSCPWDETTKKLQCQCEHNTCGES.... (4) The miRNA is hsa-miR-376a-2-5p with sequence GGUAGAUUUUCCUUCUAUGGU. The protein sequence of the target gene is MGSRVSREEFEWVYTDQPHAARRKEILAKYPEIKSLMKPDHNLIWIVAMMLLVQLASFYLVKDLDWKWVIFWSYVFGSCLNHSMTLAIHEISHNFPFGHHKALWNRWFGMFANLSLGVPYSISFKRYHMDHHRYLGADKIDVDIPTDFEGWFFCTTFRKFVWVILQPLFYAFRPLFINPKPITYLEIINTVIQITFDIIIYYVFGVKSLVYMLAATLLGLGLHPISGHFIAEHYMFLKGHETYSYYGPLNLLTFNVGYHNEHHDFPNVPGKNLPMVRKIASEYYDDLPHYNSWIKVLYDF.... Result: 0 (no interaction).